Dataset: Blood-brain barrier permeability classification from the B3DB database. Task: Regression/Classification. Given a drug SMILES string, predict its absorption, distribution, metabolism, or excretion properties. Task type varies by dataset: regression for continuous measurements (e.g., permeability, clearance, half-life) or binary classification for categorical outcomes (e.g., BBB penetration, CYP inhibition). Dataset: b3db_classification. The molecule is CC(O)C1C(=O)N2C(C(=O)O)=C(C3CCCO3)SC12. The result is 0 (does not penetrate BBB).